Dataset: Catalyst prediction with 721,799 reactions and 888 catalyst types from USPTO. Task: Predict which catalyst facilitates the given reaction. Reactant: [CH3:1][C:2]1[N:7]=[C:6]2[S:8][C:9]([C:11]3[CH:12]=[N:13][NH:14][CH:15]=3)=[CH:10][C:5]2=[C:4]([NH:16][S:17]([C:20]2[CH:25]=[CH:24][CH:23]=[CH:22][CH:21]=2)(=[O:19])=[O:18])[C:3]=1[C:26]([O:28][CH2:29][CH3:30])=[O:27].[Br:31]Br. Product: [Br:31][C:10]1[C:5]2[C:6](=[N:7][C:2]([CH3:1])=[C:3]([C:26]([O:28][CH2:29][CH3:30])=[O:27])[C:4]=2[NH:16][S:17]([C:20]2[CH:25]=[CH:24][CH:23]=[CH:22][CH:21]=2)(=[O:19])=[O:18])[S:8][C:9]=1[C:11]1[CH:15]=[N:14][NH:13][CH:12]=1. The catalyst class is: 22.